This data is from Forward reaction prediction with 1.9M reactions from USPTO patents (1976-2016). The task is: Predict the product of the given reaction. (1) Given the reactants C(N1C=CN=C1)(N1C=CN=C1)=O.[Cl:13][C:14]1[CH:19]=[CH:18][N:17]=[C:16]2[NH:20][C:21]([C:23]3[CH:31]=[CH:30][C:26]([C:27]([OH:29])=O)=[CH:25][CH:24]=3)=[N:22][C:15]=12.[N:32]1([CH2:38][CH2:39][NH2:40])[CH2:37][CH2:36][O:35][CH2:34][CH2:33]1, predict the reaction product. The product is: [Cl:13][C:14]1[CH:19]=[CH:18][N:17]=[C:16]2[NH:20][C:21]([C:23]3[CH:24]=[CH:25][C:26]([C:27]([NH:40][CH2:39][CH2:38][N:32]4[CH2:37][CH2:36][O:35][CH2:34][CH2:33]4)=[O:29])=[CH:30][CH:31]=3)=[N:22][C:15]=12. (2) Given the reactants [CH3:1][CH:2]([O:4][C:5]1[CH:10]=[CH:9][N:8]=[C:7]([NH:11][CH2:12][CH2:13][CH2:14][O:15][C:16]2[CH:17]=[CH:18][C:19]3[CH2:25][C@@H:24]([CH2:26][C:27]([O:29]C(C)C)=[O:28])[C:23]4[CH:33]=[CH:34][CH:35]=[CH:36][C:22]=4[CH2:21][C:20]=3[CH:37]=2)[CH:6]=1)[CH3:3].CC1C=CN=C(NCCCOC2C=CC3C[C@@H](CC(OCC)=O)C4C=CC=CC=4CC=3C=2)C=1, predict the reaction product. The product is: [CH3:3][CH:2]([O:4][C:5]1[CH:10]=[CH:9][N:8]=[C:7]([NH:11][CH2:12][CH2:13][CH2:14][O:15][C:16]2[CH:17]=[CH:18][C:19]3[CH2:25][C@@H:24]([CH2:26][C:27]([OH:29])=[O:28])[C:23]4[CH:33]=[CH:34][CH:35]=[CH:36][C:22]=4[CH2:21][C:20]=3[CH:37]=2)[CH:6]=1)[CH3:1].